From a dataset of Forward reaction prediction with 1.9M reactions from USPTO patents (1976-2016). Predict the product of the given reaction. (1) Given the reactants [C:1]([NH:4][C:5]1[CH:10]=[C:9]([C:11]2[S:15][C:14]([C:16]([O:18]CC)=[O:17])=[C:13]([CH2:21][C:22]3[CH:27]=[CH:26][C:25]([Cl:28])=[CH:24][CH:23]=3)[C:12]=2[C:29]#[N:30])[CH:8]=[CH:7][N:6]=1)(=[O:3])[CH3:2].[OH-].[Li+].Cl, predict the reaction product. The product is: [C:1]([NH:4][C:5]1[CH:10]=[C:9]([C:11]2[S:15][C:14]([C:16]([OH:18])=[O:17])=[C:13]([CH2:21][C:22]3[CH:23]=[CH:24][C:25]([Cl:28])=[CH:26][CH:27]=3)[C:12]=2[C:29]#[N:30])[CH:8]=[CH:7][N:6]=1)(=[O:3])[CH3:2]. (2) Given the reactants Br[C:2]1[CH:7]=[CH:6][C:5]([Br:8])=[CH:4][N:3]=1.[C:9]([C:11]1[CH:12]=[C:13]2[C:17](=[CH:18][CH:19]=1)[N:16]([CH2:20][CH2:21][OH:22])[CH:15]=[CH:14]2)#[CH:10].C(NC(C)C)(C)C, predict the reaction product. The product is: [Br:8][C:5]1[CH:6]=[CH:7][C:2]([C:10]#[C:9][C:11]2[CH:12]=[C:13]3[C:17](=[CH:18][CH:19]=2)[N:16]([CH2:20][CH2:21][OH:22])[CH:15]=[CH:14]3)=[N:3][CH:4]=1. (3) Given the reactants [CH2:1]([OH:8])[C:2]1[CH:7]=[CH:6][CH:5]=[CH:4][CH:3]=1.[NH2:9][C@@H:10]([C:15](O)=[O:16])[CH2:11][CH:12]([CH3:14])[CH3:13].O.[C:19]1([CH3:29])[CH:24]=[CH:23][C:22]([S:25]([OH:28])(=[O:27])=[O:26])=[CH:21][CH:20]=1.O, predict the reaction product. The product is: [S:25]([C:22]1[CH:23]=[CH:24][C:19]([CH3:29])=[CH:20][CH:21]=1)([OH:28])(=[O:27])=[O:26].[CH2:1]([O:8][C:15](=[O:16])[C@@H:10]([CH2:11][CH:12]([CH3:14])[CH3:13])[NH2:9])[C:2]1[CH:7]=[CH:6][CH:5]=[CH:4][CH:3]=1. (4) Given the reactants [NH2:1][CH2:2][CH2:3][N:4]1[C:16]2[CH:15]=[CH:14][C:13]3[C:17](=[O:20])[CH2:18][CH2:19][C:12]=3[C:11]=2[C:10]2[C:9]3[CH2:21][CH2:22][C:23](=[O:24])[C:8]=3[CH:7]=[CH:6][C:5]1=2.[CH3:25][C:26]([CH3:28])=O.C([O-])(O)=O.[Na+].Cl, predict the reaction product. The product is: [CH:26]([NH:1][CH2:2][CH2:3][N:4]1[C:16]2[CH:15]=[CH:14][C:13]3[C:17](=[O:20])[CH2:18][CH2:19][C:12]=3[C:11]=2[C:10]2[C:9]3[CH2:21][CH2:22][C:23](=[O:24])[C:8]=3[CH:7]=[CH:6][C:5]1=2)([CH3:28])[CH3:25]. (5) Given the reactants [CH:1]1([CH2:4][O:5][C:6]2[CH:25]=[CH:24][C:9]3[N:10]=[C:11]([C@H:13]4[CH2:18][CH2:17][C@H:16]([O:19][CH2:20][CH:21]([NH2:23])[CH3:22])[CH2:15][CH2:14]4)[O:12][C:8]=3[CH:7]=2)[CH2:3][CH2:2]1.[C:26](OC(=O)C)(=[O:28])[CH3:27], predict the reaction product. The product is: [CH:1]1([CH2:4][O:5][C:6]2[CH:25]=[CH:24][C:9]3[N:10]=[C:11]([C@H:13]4[CH2:18][CH2:17][C@H:16]([O:19][CH2:20][CH:21]([NH:23][C:26](=[O:28])[CH3:27])[CH3:22])[CH2:15][CH2:14]4)[O:12][C:8]=3[CH:7]=2)[CH2:3][CH2:2]1.